Dataset: Full USPTO retrosynthesis dataset with 1.9M reactions from patents (1976-2016). Task: Predict the reactants needed to synthesize the given product. (1) Given the product [F:15][C@H:13]1[CH2:12][NH:11][CH2:10][C@@H:9]([NH:8][C:6](=[O:7])[O:5][C:1]([CH3:3])([CH3:2])[CH3:4])[CH2:14]1, predict the reactants needed to synthesize it. The reactants are: [C:1]([O:5][C:6]([NH:8][C@H:9]1[CH2:14][C@@H:13]([F:15])[CH2:12][N:11](C(OCC2C=CC=CC=2)=O)[CH2:10]1)=[O:7])([CH3:4])([CH3:3])[CH3:2]. (2) Given the product [CH3:62][N:63]([CH3:67])[C:64]([NH:31][C:32]1[CH:40]=[C:39]2[C:35]([CH2:36][CH2:37][CH:38]2[CH2:41][N:42]2[CH2:47][CH2:46][CH:45]([C:48]3[CH:49]=[CH:50][C:51]([F:54])=[CH:52][CH:53]=3)[CH2:44][CH2:43]2)=[CH:34][CH:33]=1)=[O:65], predict the reactants needed to synthesize it. The reactants are: N(C1C=C2C(CCC2CN2CCC(C3C=CC(F)=CC=3)CC2)=CC=1)C1C=CC=CC=1.[NH2:31][C:32]1[CH:40]=[C:39]2[C:35]([CH2:36][CH2:37][CH:38]2[CH2:41][N:42]2[CH2:47][CH2:46][CH:45]([C:48]3[CH:53]=[CH:52][C:51]([F:54])=[CH:50][CH:49]=3)[CH2:44][CH2:43]2)=[CH:34][CH:33]=1.C(N(CC)CC)C.[CH3:62][N:63]([CH3:67])[C:64](Cl)=[O:65].